This data is from Reaction yield outcomes from USPTO patents with 853,638 reactions. The task is: Predict the reaction yield, written as a fraction of the theoretical maximum amount of product (1.0 means a 100% yield; for example, 0.34 means a 34% yield). (1) No catalyst specified. The product is [CH2:27]([N:31]1[CH2:36][CH2:35][N:22]([C:20](=[NH:21])[C:19]2[CH:18]=[C:17]([NH:16][C:15](=[O:26])[NH:14][C:11]3[CH:10]=[CH:9][C:8]([S:5]([NH:4][CH2:1][CH2:2][CH3:3])(=[O:6])=[O:7])=[CH:13][CH:12]=3)[CH:25]=[CH:24][CH:23]=2)[CH2:33][CH2:32]1)[CH2:28][CH2:29][CH3:30]. The yield is 0.130. The reactants are [CH2:1]([NH:4][S:5]([C:8]1[CH:13]=[CH:12][C:11]([NH:14][C:15](=[O:26])[NH:16][C:17]2[CH:18]=[C:19]([CH:23]=[CH:24][CH:25]=2)[C:20](=[NH:22])[NH2:21])=[CH:10][CH:9]=1)(=[O:7])=[O:6])[CH2:2][CH3:3].[CH2:27]([N:31]1[CH2:36][CH2:35]N[CH2:33][CH2:32]1)[CH2:28][CH2:29][CH3:30]. (2) The reactants are ClC(O[C:5]1[C:13]2[NH:12][C:11]([OH:14])=[N:10][C:9]=2[CH:8]=[CH:7][CH:6]=1)=O.[C:15]([OH:24])(=[O:23])[C:16]1[C:17](=[CH:19][CH:20]=[CH:21][CH:22]=1)[NH2:18].C1C[O:28][CH2:27]C1. No catalyst specified. The product is [C:15]([C:16]1[CH:22]=[CH:21][CH:20]=[CH:19][C:17]=1[NH:18][C:27]([N:10]1[C:9]2[CH:8]=[CH:7][CH:6]=[CH:5][C:13]=2[NH:12][C:11]1=[O:14])=[O:28])([OH:24])=[O:23]. The yield is 0.470. (3) The reactants are COCCN(S(F)(F)F)CCOC.[CH3:14][O:15][C:16]1[CH:17]=[C:18]2[C:23](=[CH:24][C:25]=1[O:26][CH3:27])[N:22]=[CH:21][N:20]=[C:19]2[N:28]1[CH2:33][CH2:32][C:31]2[NH:34][N:35]=[C:36]([C:37](O)([CH3:39])[CH3:38])[C:30]=2[CH2:29]1.CO.C(OCC)(=O)C. The yield is 0.0600. The catalyst is C(Cl)Cl. The product is [C:37]([C:36]1[C:30]2[CH2:29][N:28]([C:19]3[C:18]4[C:23](=[CH:24][C:25]([O:26][CH3:27])=[C:16]([O:15][CH3:14])[CH:17]=4)[N:22]=[CH:21][N:20]=3)[CH2:33][CH2:32][C:31]=2[NH:34][N:35]=1)([CH3:39])=[CH2:38]. (4) The reactants are [C:1]12([CH2:11][O:12][C:13]3[C:18](Br)=[CH:17][N:16]4[C:20]([NH2:23])=[N:21][N:22]=[C:15]4[CH:14]=3)[CH2:10][CH:5]3[CH2:6][CH:7]([CH2:9][CH:3]([CH2:4]3)[CH2:2]1)[CH2:8]2.[CH3:24][O:25][C:26]1[C:31](B(O)O)=[CH:30][CH:29]=[CH:28][N:27]=1.C(=O)([O-])[O-].[Na+].[Na+].[OH-].[Na+].[CH3:43][S:44](Cl)(=[O:46])=[O:45]. The catalyst is O1CCOCC1.C(OCC)(=O)C.ClCCl.C1C=CC([P]([Pd]([P](C2C=CC=CC=2)(C2C=CC=CC=2)C2C=CC=CC=2)([P](C2C=CC=CC=2)(C2C=CC=CC=2)C2C=CC=CC=2)[P](C2C=CC=CC=2)(C2C=CC=CC=2)C2C=CC=CC=2)(C2C=CC=CC=2)C2C=CC=CC=2)=CC=1. The product is [C:1]12([CH2:11][O:12][C:13]3[C:18]([C:31]4[C:26]([O:25][CH3:24])=[N:27][CH:28]=[CH:29][CH:30]=4)=[CH:17][N:16]4[C:20]([NH:23][S:44]([CH3:43])(=[O:46])=[O:45])=[N:21][N:22]=[C:15]4[CH:14]=3)[CH2:10][CH:5]3[CH2:6][CH:7]([CH2:9][CH:3]([CH2:4]3)[CH2:2]1)[CH2:8]2. The yield is 0.170. (5) The reactants are Cl.[CH:2]1([CH2:5][C:6](=[NH:8])[NH2:7])[CH2:4][CH2:3]1.C[O-].[Na+].[C:12]([C:14]1[CH:19]=[CH:18][CH:17]=[CH:16][C:15]=1[C:20]1[CH:25]=[CH:24][C:23]([CH2:26][CH:27]([C:32](=O)[CH2:33][CH2:34][CH2:35][CH3:36])[C:28](OC)=[O:29])=[CH:22][CH:21]=1)#[N:13]. The catalyst is CO. The product is [CH2:33]([C:32]1[N:8]=[C:6]([CH2:5][CH:2]2[CH2:4][CH2:3]2)[NH:7][C:28](=[O:29])[C:27]=1[CH2:26][C:23]1[CH:22]=[CH:21][C:20]([C:15]2[C:14]([C:12]#[N:13])=[CH:19][CH:18]=[CH:17][CH:16]=2)=[CH:25][CH:24]=1)[CH2:34][CH2:35][CH3:36]. The yield is 0.760. (6) The reactants are [CH3:1][O:2][CH2:3][N:4]1[C:8]2[CH:9]=[CH:10][C:11]([CH:13]([CH3:17])[C:14](=[S:16])[NH2:15])=[CH:12][C:7]=2[S:6][C:5]1=[O:18].Br[CH2:20][C:21]([C:23]1[N:24]=[N:25][CH:26]=[CH:27][CH:28]=1)=O. The catalyst is C(O)C. The product is [CH3:1][O:2][CH2:3][N:4]1[C:8]2[CH:9]=[CH:10][C:11]([CH:13]([C:14]3[S:16][CH:20]=[C:21]([C:23]4[N:24]=[N:25][CH:26]=[CH:27][CH:28]=4)[N:15]=3)[CH3:17])=[CH:12][C:7]=2[S:6][C:5]1=[O:18]. The yield is 0.380.